Predict the reaction yield, written as a fraction of the theoretical maximum amount of product (1.0 means a 100% yield; for example, 0.34 means a 34% yield). From a dataset of Reaction yield outcomes from USPTO patents with 853,638 reactions. (1) The reactants are [CH3:1][C:2]1[CH:7]=[CH:6][C:5]([N+:8]([O-])=O)=[CH:4][C:3]=1[NH:11][C:12](=[O:20])[CH2:13][N:14]1[CH2:19][CH2:18][O:17][CH2:16][CH2:15]1. The catalyst is C(OCC)(=O)C.[Pd]. The product is [NH2:8][C:5]1[CH:6]=[CH:7][C:2]([CH3:1])=[C:3]([NH:11][C:12](=[O:20])[CH2:13][N:14]2[CH2:15][CH2:16][O:17][CH2:18][CH2:19]2)[CH:4]=1. The yield is 0.970. (2) The reactants are [I:1][C:2]1[CH:3]=[C:4]([N+:9]([O-:11])=[O:10])[C:5](N)=[N:6][CH:7]=1.N([O-])=O.[Na+].[NH4+].[OH-].[BrH:18]. No catalyst specified. The product is [I:1][C:2]1[CH:3]=[C:4]([N+:9]([O-:11])=[O:10])[C:5]([Br:18])=[N:6][CH:7]=1. The yield is 0.230. (3) The reactants are [CH:1](=[C:8](/[CH2:12][CH2:13][CH2:14][CH3:15])\[C:9](=[O:11])[CH3:10])/[C:2]1[CH:7]=[CH:6][CH:5]=[CH:4][CH:3]=1. The catalyst is C(O)C.[Pd]. The product is [C:2]1([CH2:1][CH:8]([CH2:12][CH2:13][CH2:14][CH3:15])[C:9](=[O:11])[CH3:10])[CH:7]=[CH:6][CH:5]=[CH:4][CH:3]=1. The yield is 0.990. (4) The reactants are [Cl-].O[NH3+:3].[C:4](=[O:7])([O-])[OH:5].[Na+].CS(C)=O.[CH2:13]([C:15]1[N:16]=[C:17]([CH3:47])[N:18]([C:37]2[CH:38]=[CH:39][C:40]3[O:44][CH:43]([CH3:45])[CH2:42][C:41]=3[CH:46]=2)[C:19](=[O:36])[C:20]=1[CH2:21][C:22]1[CH:27]=[CH:26][C:25]([C:28]2[C:29]([C:34]#[N:35])=[CH:30][CH:31]=[CH:32][CH:33]=2)=[CH:24][CH:23]=1)[CH3:14]. The catalyst is C(OCC)(=O)C. The product is [CH2:13]([C:15]1[N:16]=[C:17]([CH3:47])[N:18]([C:37]2[CH:38]=[CH:39][C:40]3[O:44][CH:43]([CH3:45])[CH2:42][C:41]=3[CH:46]=2)[C:19](=[O:36])[C:20]=1[CH2:21][C:22]1[CH:23]=[CH:24][C:25]([C:28]2[CH:33]=[CH:32][CH:31]=[CH:30][C:29]=2[C:34]2[NH:3][C:4](=[O:7])[O:5][N:35]=2)=[CH:26][CH:27]=1)[CH3:14]. The yield is 0.670. (5) The reactants are [CH3:1][C:2]1[NH:3][C:4]([NH2:7])=[N:5][N:6]=1.[O:8]1[CH2:13][CH2:12][C:11](=O)[CH2:10][CH2:9]1.C([BH3-])#N.[Na+].O. The catalyst is C(O)(=O)C. The product is [CH3:1][C:2]1[NH:3][C:4]([NH:7][CH:11]2[CH2:12][CH2:13][O:8][CH2:9][CH2:10]2)=[N:5][N:6]=1. The yield is 0.140. (6) The reactants are [CH:1]1[C:13]2[NH:12][C:11]3[C:6](=[CH:7][CH:8]=[CH:9][CH:10]=3)[C:5]=2[CH:4]=[CH:3][CH:2]=1.[Br:14]N1C(=O)CCC1=O.O. The catalyst is CCOCC.C([O-])(=O)C. The product is [Br:14][C:3]1[CH:2]=[CH:1][C:13]2[NH:12][C:11]3[C:6]([C:5]=2[CH:4]=1)=[CH:7][CH:8]=[CH:9][CH:10]=3. The yield is 0.670. (7) The reactants are [C:1]([O:5][C:6]([NH:8][C@@H:9]([CH2:13][C:14]1[CH:19]=[CH:18][C:17]([N+:20]([O-:22])=[O:21])=[CH:16][CH:15]=1)[C:10]([OH:12])=O)=[O:7])([CH3:4])([CH3:3])[CH3:2].C(N(CC)CC)C.ClC(OCC(C)C)=O.[N+:38](=[CH2:40])=[N-:39]. The catalyst is C1COCC1.CCOCC. The product is [C:1]([O:5][C:6](=[O:7])[NH:8][C@@H:9]([CH2:13][C:14]1[CH:19]=[CH:18][C:17]([N+:20]([O-:22])=[O:21])=[CH:16][CH:15]=1)[C:10](=[O:12])[CH:40]=[N+:38]=[N-:39])([CH3:2])([CH3:3])[CH3:4]. The yield is 0.820. (8) The reactants are [Cl:1][C:2]1[C:3]([N+:11]([O-:13])=[O:12])=[C:4]([CH:8]=[CH:9][CH:10]=1)[C:5](O)=O.[C:14](Cl)([C:16](Cl)=O)=O.CC[N:22]([CH2:25][CH3:26])CC.[C:27](O[Na])([CH3:29])=O.[CH3:32][N:33](C=O)C. The catalyst is C(Cl)Cl.CC(O)=O. The product is [Cl:1][C:2]1[C:3]([N+:11]([O-:13])=[O:12])=[C:4]([C:5]2[NH:22][C:25]3[CH:26]=[CH:27][CH:29]=[C:14]([CH3:16])[C:32]=3[N:33]=2)[CH:8]=[CH:9][CH:10]=1. The yield is 0.910. (9) The reactants are C(C1C=C(NC2N=C(NC3C=CC=C(C(O)=O)C=3)C(F)=CN=2)C=CC=1)(O)=O.[CH3:28][O:29][C:30]1[CH:31]=[C:32]([NH:40][C:41]2[N:46]=[C:45]([NH:47][C:48]3[CH:53]=[CH:52][C:51]([C:54]([O:56]C)=[O:55])=[C:50]([O:58][CH3:59])[CH:49]=3)[C:44]([F:60])=[CH:43][N:42]=2)[CH:33]=[CH:34][C:35]=1[C:36]([O:38]C)=[O:37].[OH-].[Na+]. No catalyst specified. The product is [C:36]([C:35]1[CH:34]=[CH:33][C:32]([NH:40][C:41]2[N:46]=[C:45]([NH:47][C:48]3[CH:53]=[CH:52][C:51]([C:54]([OH:56])=[O:55])=[C:50]([O:58][CH3:59])[CH:49]=3)[C:44]([F:60])=[CH:43][N:42]=2)=[CH:31][C:30]=1[O:29][CH3:28])([OH:38])=[O:37]. The yield is 0.640. (10) The reactants are Cl[C:2]1[CH:7]=[C:6]([C:8]([F:11])([F:10])[F:9])[N:5]=[CH:4][N:3]=1.[NH:12]1[CH2:17][CH2:16][NH:15][CH2:14][CH2:13]1.C(N(CC)CC)C. The catalyst is CN(C=O)C.O. The product is [N:12]1([C:2]2[CH:7]=[C:6]([C:8]([F:11])([F:10])[F:9])[N:5]=[CH:4][N:3]=2)[CH2:17][CH2:16][NH:15][CH2:14][CH2:13]1. The yield is 0.566.